Dataset: hERG Central: cardiac toxicity at 1µM, 10µM, and general inhibition. Task: Predict hERG channel inhibition at various concentrations. (1) The compound is O=C(Nc1ccnn1C1CCN(C/C=C/c2ccccc2)CC1)c1cccc(F)c1. Results: hERG_inhib (hERG inhibition (general)): blocker. (2) The drug is O=C(c1ccc2nc(-c3ccco3)c(-c3ccco3)nc2c1)N1CCN(c2ncccn2)CC1. Results: hERG_inhib (hERG inhibition (general)): blocker.